From a dataset of Full USPTO retrosynthesis dataset with 1.9M reactions from patents (1976-2016). Predict the reactants needed to synthesize the given product. (1) Given the product [CH3:1][N:2]1[CH:6]=[C:5]2[C:4]([C:24](=[O:33])[NH:25][CH2:26][CH:27]3[CH2:28][N:29]([CH2:22][CH2:21][N:19]4[CH:20]=[C:16]([C:12]5[N:11]=[C:10]([C:8](=[O:9])[NH:7]2)[CH:15]=[CH:14][CH:13]=5)[CH:17]=[N:18]4)[CH2:30][CH2:31][O:32]3)=[N:3]1, predict the reactants needed to synthesize it. The reactants are: [CH3:1][N:2]1[CH:6]=[C:5]([NH:7][C:8]([C:10]2[CH:15]=[CH:14][CH:13]=[C:12]([C:16]3[CH:17]=[N:18][N:19]([CH2:21][CH2:22]Cl)[CH:20]=3)[N:11]=2)=[O:9])[C:4]([C:24](=[O:33])[NH:25][CH2:26][CH:27]2[O:32][CH2:31][CH2:30][NH:29][CH2:28]2)=[N:3]1.C(N(C(C)C)C(C)C)C.[I-].[K+]. (2) Given the product [OH:9][C:10]1[CH:19]=[C:18]2[C:13]([C:14]([NH:20][C:21]3[CH:26]=[CH:25][CH:24]=[C:23]4[O:27][CH2:28][O:29][C:22]=34)=[N:15][CH:16]=[N:17]2)=[CH:12][C:11]=1[O:30][CH3:31], predict the reactants needed to synthesize it. The reactants are: Cl.C([O:9][C:10]1[CH:19]=[C:18]2[C:13]([C:14]([NH:20][C:21]3[CH:26]=[CH:25][CH:24]=[C:23]4[O:27][CH2:28][O:29][C:22]=34)=[N:15][CH:16]=[N:17]2)=[CH:12][C:11]=1[O:30][CH3:31])C1C=CC=CC=1.C([O-])=O.[NH4+].O. (3) Given the product [Br:31][C:32]1[CH:37]=[CH:36][C:35]([CH:7]2[C:8](=[O:13])[C@H:9]3[O:12][C@:5]([CH2:4][O:3][CH2:1][CH3:2])([CH2:11][CH2:10]3)[C:6]2=[O:14])=[C:34]([CH2:39][CH3:40])[CH:33]=1, predict the reactants needed to synthesize it. The reactants are: [CH2:1]([O:3][CH2:4][C@@:5]12[O:12][C@@H:9]([CH2:10][CH2:11]1)[C:8](=[O:13])[CH2:7][C:6]2=[O:14])[CH3:2].C(Cl)(Cl)Cl.C([O-])(=O)C.C([O-])(=O)C.C([O-])(=O)C.[Br:31][C:32]1[CH:37]=[CH:36][C:35]([Pb+3])=[C:34]([CH2:39][CH3:40])[CH:33]=1.Cl. (4) Given the product [Cl:62][C:61]([N:40]([C:41]1[C:42]2[CH:49]=[CH:48][N:47]([S:50]([C:53]3[CH:58]=[CH:57][C:56]([CH3:59])=[CH:55][CH:54]=3)(=[O:51])=[O:52])[C:43]=2[N:44]=[CH:45][N:46]=1)[CH3:39])=[O:26], predict the reactants needed to synthesize it. The reactants are: C(N1CCN(CC2C=CC(NC(=O)C3C=CC(C)=C([N+]([O-])=[O:26])C=3)=CC=2C(F)(F)F)CC1)C.N1C=CC=CC=1.[CH3:39][NH:40][C:41]1[C:42]2[CH:49]=[CH:48][N:47]([S:50]([C:53]3[CH:58]=[CH:57][C:56]([CH3:59])=[CH:55][CH:54]=3)(=[O:52])=[O:51])[C:43]=2[N:44]=[CH:45][N:46]=1.Cl[CH2:61][Cl:62].